This data is from Peptide-MHC class II binding affinity with 134,281 pairs from IEDB. The task is: Regression. Given a peptide amino acid sequence and an MHC pseudo amino acid sequence, predict their binding affinity value. This is MHC class II binding data. (1) The peptide sequence is LSQLQTYMIQFDQYI. The MHC is HLA-DQA10101-DQB10501 with pseudo-sequence HLA-DQA10101-DQB10501. The binding affinity (normalized) is 0.691. (2) The peptide sequence is YDKFLANVSTVLQGK. The MHC is DRB1_0404 with pseudo-sequence DRB1_0404. The binding affinity (normalized) is 0.769. (3) The peptide sequence is DAFIAALTEALRVIA. The MHC is HLA-DPA10103-DPB10401 with pseudo-sequence HLA-DPA10103-DPB10401. The binding affinity (normalized) is 0.808. (4) The peptide sequence is EWEFVNTPPLVKLWY. The MHC is DRB1_1201 with pseudo-sequence DRB1_1201. The binding affinity (normalized) is 0.486.